The task is: Regression. Given a peptide amino acid sequence and an MHC pseudo amino acid sequence, predict their binding affinity value. This is MHC class I binding data.. This data is from Peptide-MHC class I binding affinity with 185,985 pairs from IEDB/IMGT. (1) The peptide sequence is DLMGYIPLV. The MHC is HLA-A02:03 with pseudo-sequence HLA-A02:03. The binding affinity (normalized) is 0.536. (2) The MHC is HLA-B57:01 with pseudo-sequence HLA-B57:01. The peptide sequence is KLMKITAEW. The binding affinity (normalized) is 0.942. (3) The peptide sequence is KFKPRFAGV. The MHC is HLA-A69:01 with pseudo-sequence HLA-A69:01. The binding affinity (normalized) is 0.0847. (4) The peptide sequence is SIIPSGPLK. The MHC is HLA-A31:01 with pseudo-sequence HLA-A31:01. The binding affinity (normalized) is 0.188.